The task is: Regression/Classification. Given a drug SMILES string, predict its toxicity properties. Task type varies by dataset: regression for continuous values (e.g., LD50, hERG inhibition percentage) or binary classification for toxic/non-toxic outcomes (e.g., AMES mutagenicity, cardiotoxicity, hepatotoxicity). Dataset: herg_karim.. This data is from hERG potassium channel inhibition data for cardiac toxicity prediction from Karim et al.. (1) The compound is Cc1cnn(C)c1C(=O)Nc1cc(Nc2ccc3c(C=Cc4ccccn4)n[nH]c3c2)ccc1F. The result is 0 (non-blocker). (2) The drug is Fc1ccc2[nH]c(-c3ccccc3)c(C3C[N+]CCC3F)c2c1. The result is 1 (blocker). (3) The molecule is CCC(O)(c1cn(Cc2ccc3c(-c4ccc(F)cc4)c(C(=O)O)sc3c2)nn1)C(F)(F)F. The result is 0 (non-blocker). (4) The compound is CC[C@@H]1CN2CCc3cc(OC)c(OC)cc3[C@H]2C[C@H]1C[C@@H]1NCCc2cc(OC)c(OC)cc21. The result is 0 (non-blocker). (5) The compound is CCOc1cccc(/C=C2/SC(=O)NC2=O)c1N1CCCC(N)C1. The result is 0 (non-blocker). (6) The compound is N#Cc1ccc(CN2CC3CN(CCNS(=O)(=O)c4cccc(C#N)c4)CC(C2)O3)cc1. The result is 0 (non-blocker).